This data is from Catalyst prediction with 721,799 reactions and 888 catalyst types from USPTO. The task is: Predict which catalyst facilitates the given reaction. (1) Reactant: [CH:1]1([CH:6]=[C:7]([C:16]2[NH:24][C:19]3=[N:20][CH:21]=[CH:22][CH:23]=[C:18]3[CH:17]=2)[C:8]2[CH:13]=[C:12]([CH3:14])[CH:11]=[C:10]([CH3:15])[CH:9]=2)[CH2:5][CH2:4][CH2:3][CH2:2]1. Product: [CH:1]1([CH2:6][CH:7]([C:16]2[NH:24][C:19]3=[N:20][CH:21]=[CH:22][CH:23]=[C:18]3[CH:17]=2)[C:8]2[CH:9]=[C:10]([CH3:15])[CH:11]=[C:12]([CH3:14])[CH:13]=2)[CH2:5][CH2:4][CH2:3][CH2:2]1. The catalyst class is: 43. (2) Reactant: [C:1]([N:8]([CH2:16][C:17]1[C:26]2[C:21](=[CH:22][CH:23]=[CH:24][CH:25]=2)[C:20]([C:27]([O:29]C)=[O:28])=[CH:19][CH:18]=1)[CH2:9][C:10]1[N:11]([CH3:15])[CH:12]=[CH:13][N:14]=1)([O:3][C:4]([CH3:7])([CH3:6])[CH3:5])=[O:2].[OH-].[Na+].C1COCC1. Product: [C:1]([N:8]([CH2:16][C:17]1[C:26]2[C:21](=[CH:22][CH:23]=[CH:24][CH:25]=2)[C:20]([C:27]([OH:29])=[O:28])=[CH:19][CH:18]=1)[CH2:9][C:10]1[N:11]([CH3:15])[CH:12]=[CH:13][N:14]=1)([O:3][C:4]([CH3:7])([CH3:6])[CH3:5])=[O:2]. The catalyst class is: 5. (3) Reactant: [H-].[Al+3].[Li+].[H-].[H-].[H-].[F:7][C:8]([F:45])([F:44])[C:9]1[CH:14]=[CH:13][C:12](/[CH:15]=[CH:16]/[C:17]2[O:18][CH:19]=[C:20]([CH2:22][O:23][C:24]3[CH:29]=[CH:28][C:27]([CH2:30][CH2:31][CH2:32][CH2:33][N:34]4[CH:38]=[C:37]([C:39](OCC)=[O:40])[N:36]=[N:35]4)=[CH:26][CH:25]=3)[N:21]=2)=[CH:11][CH:10]=1.C(OCC)C.O. Product: [F:45][C:8]([F:7])([F:44])[C:9]1[CH:10]=[CH:11][C:12](/[CH:15]=[CH:16]/[C:17]2[O:18][CH:19]=[C:20]([CH2:22][O:23][C:24]3[CH:29]=[CH:28][C:27]([CH2:30][CH2:31][CH2:32][CH2:33][N:34]4[CH:38]=[C:37]([CH2:39][OH:40])[N:36]=[N:35]4)=[CH:26][CH:25]=3)[N:21]=2)=[CH:13][CH:14]=1. The catalyst class is: 1. (4) Reactant: [Br:1][C:2]1[CH:6]=[C:5](Br)[N:4]([CH3:8])[N:3]=1.C([Li])CCC.[O:14]=[C:15]1[CH2:18][N:17]([C:19]([O:21][C:22]([CH3:25])([CH3:24])[CH3:23])=[O:20])[CH2:16]1.O. Product: [Br:1][C:2]1[CH:6]=[C:5]([C:15]2([OH:14])[CH2:16][N:17]([C:19]([O:21][C:22]([CH3:24])([CH3:23])[CH3:25])=[O:20])[CH2:18]2)[N:4]([CH3:8])[N:3]=1. The catalyst class is: 7. (5) Reactant: CC([O-])(C)C.[K+].[C:7](=O)([O:10]C)[O:8][CH3:9].[C:13]([O:17][C:18]([N:20]1[CH:25]2[CH2:26][C:27](=[O:29])[CH2:28][CH:21]1[CH2:22][O:23][CH2:24]2)=[O:19])([CH3:16])([CH3:15])[CH3:14].CN(C=O)C. Product: [CH3:9][O:8][C:7]([CH:26]1[C:27](=[O:29])[CH2:28][CH:21]2[N:20]([C:18]([O:17][C:13]([CH3:16])([CH3:14])[CH3:15])=[O:19])[CH:25]1[CH2:24][O:23][CH2:22]2)=[O:10]. The catalyst class is: 11. (6) Reactant: [CH3:1][C@@H:2]1[CH2:7][CH2:6][C@H:5]([C:8]2[CH:15]=[CH:14][C:11]([C:12]#[N:13])=[CH:10][CH:9]=2)[CH2:4][C:3]1=O.[C:17]1(C)C=CC=CC=1.[NH2:24][NH2:25]. Product: [CH3:1][CH:2]1[C:7]2[C:6](=[CH:17][NH:24][N:25]=2)[CH:5]([C:8]2[CH:15]=[CH:14][C:11]([C:12]#[N:13])=[CH:10][CH:9]=2)[CH2:4][CH2:3]1. The catalyst class is: 5. (7) Reactant: [Br:1][C:2]1[CH:7]=[C:6]([CH3:8])[C:5]([N:9]2[C:13]3[N:14]=[C:15]([CH3:19])[CH:16]=[C:17]([OH:18])[C:12]=3[C:11]([CH3:20])=[CH:10]2)=[C:4]([CH3:21])[CH:3]=1.C(N(CC)CC)C.C([O-])(O)=O.[Na+].[F:34][C:35]([F:48])([F:47])[S:36](O[S:36]([C:35]([F:48])([F:47])[F:34])(=[O:38])=[O:37])(=[O:38])=[O:37]. Product: [Br:1][C:2]1[CH:3]=[C:4]([CH3:21])[C:5]([N:9]2[C:13]3=[N:14][C:15]([CH3:19])=[CH:16][C:17]([O:18][S:36]([C:35]([F:48])([F:47])[F:34])(=[O:38])=[O:37])=[C:12]3[C:11]([CH3:20])=[CH:10]2)=[C:6]([CH3:8])[CH:7]=1. The catalyst class is: 22. (8) Reactant: C([N:8]1[C:16]2[C:15]([O:17][C:18]3[C:25]([CH3:26])=[CH:24][C:21]([C:22]#[N:23])=[CH:20][C:19]=3[CH3:27])=[N:14][C:13]([NH:28][C:29]3[CH:34]=[CH:33][C:32]([C:35]#[N:36])=[CH:31][CH:30]=3)=[N:12][C:11]=2[CH:10]=[CH:9]1)C1C=CC=CC=1.[Al+3].[Cl-].[Cl-].[Cl-]. Product: [C:35]([C:32]1[CH:33]=[CH:34][C:29]([NH:28][C:13]2[N:14]=[C:15]([O:17][C:18]3[C:19]([CH3:27])=[CH:20][C:21]([C:22]#[N:23])=[CH:24][C:25]=3[CH3:26])[C:16]3[NH:8][CH:9]=[CH:10][C:11]=3[N:12]=2)=[CH:30][CH:31]=1)#[N:36]. The catalyst class is: 262. (9) Reactant: C(OC(=O)[NH:7][CH2:8][C:9]([N:11]1[CH2:16][C@H:15]([CH3:17])[N:14]([CH2:18][C:19]2[CH:24]=[CH:23][C:22]([F:25])=[CH:21][CH:20]=2)[CH2:13][C@H:12]1[CH3:26])=[O:10])(C)(C)C.FC(F)(F)C(O)=O. Product: [NH2:7][CH2:8][C:9]([N:11]1[CH2:16][C@H:15]([CH3:17])[N:14]([CH2:18][C:19]2[CH:20]=[CH:21][C:22]([F:25])=[CH:23][CH:24]=2)[CH2:13][C@H:12]1[CH3:26])=[O:10]. The catalyst class is: 4. (10) Reactant: S(=O)(=O)(O)O.[CH3:6][C:7]1[CH:12]=[CH:11][C:10]([CH3:13])=[CH:9][N+:8]=1[O-:14].[N+:15]([O-])([OH:17])=[O:16]. Product: [CH3:6][C:7]1[CH:12]=[C:11]([N+:15]([O-:17])=[O:16])[C:10]([CH3:13])=[CH:9][N+:8]=1[O-:14]. The catalyst class is: 74.